This data is from Full USPTO retrosynthesis dataset with 1.9M reactions from patents (1976-2016). The task is: Predict the reactants needed to synthesize the given product. (1) Given the product [NH2:22][C:20]1[N:19]=[CH:18][N:17]=[C:16]2[N:15]([CH2:23][CH:24]3[CH2:29][CH2:28][N:27]([C:52](=[O:64])[CH:53]=[CH:54][CH2:55][N:56]([CH3:59])[CH3:57])[CH2:26][CH2:25]3)[N:14]=[C:13]([C:12]#[C:11][C:5]3[CH:6]=[C:7]([O:9][CH3:10])[CH:8]=[C:3]([O:2][CH3:1])[CH:4]=3)[C:21]=12, predict the reactants needed to synthesize it. The reactants are: [CH3:1][O:2][C:3]1[CH:4]=[C:5]([C:11]#[C:12][C:13]2[C:21]3[C:16](=[N:17][CH:18]=[N:19][C:20]=3[NH2:22])[N:15]([CH2:23][CH:24]3[CH2:29][CH2:28][NH:27][CH2:26][CH2:25]3)[N:14]=2)[CH:6]=[C:7]([O:9][CH3:10])[CH:8]=1.NC1N=CN=C2N([CH2:52][CH:53]3C[CH2:57][N:56]([C:59](=O)C=C)[CH2:55][CH2:54]3)N=C(C#CC3C=C(OC)C=C(OC)C=3)C=12.C[O:64]C1C=C(C#CC2C3C(=NC=NC=3N)N([C@H]3CCNC3)N=2)C=C(OC)C=1. (2) Given the product [Cl:46][C:43]1[CH:44]=[N:45][C:13]([N:9]2[CH2:10][CH2:11][CH2:12][CH:7]([CH2:6][O:5][C:4]3[CH:20]=[CH:21][CH:22]=[C:2]([F:1])[CH:3]=3)[CH2:8]2)=[C:25]([CH:42]=1)[C:26]([NH:28][C:29]1([C:32]2[CH:33]=[CH:34][C:35]([C:36]([O:38][CH3:39])=[O:37])=[CH:40][CH:41]=2)[CH2:31][CH2:30]1)=[O:27], predict the reactants needed to synthesize it. The reactants are: [F:1][C:2]1[CH:3]=[C:4]([CH:20]=[CH:21][CH:22]=1)[O:5][CH2:6][CH:7]1[CH2:12][CH2:11][CH2:10][N:9]([C:13](OC(C)(C)C)=O)[CH2:8]1.ClC1[N:45]=[CH:44][C:43]([Cl:46])=[CH:42][C:25]=1[C:26]([NH:28][C:29]1([C:32]2[CH:41]=[CH:40][C:35]([C:36]([O:38][CH3:39])=[O:37])=[CH:34][CH:33]=2)[CH2:31][CH2:30]1)=[O:27]. (3) Given the product [Br:21][C:6]1[CH:5]=[C:4]([C:9]2[CH:14]=[CH:13][C:12]([C:15]([F:18])([F:17])[F:16])=[CH:11][CH:10]=2)[CH:3]=[C:2]([CH3:1])[N:7]=1, predict the reactants needed to synthesize it. The reactants are: [CH3:1][C:2]1[NH:7][C:6](=O)[CH:5]=[C:4]([C:9]2[CH:14]=[CH:13][C:12]([C:15]([F:18])([F:17])[F:16])=[CH:11][CH:10]=2)[CH:3]=1.P(Br)(Br)([Br:21])=O. (4) Given the product [Cl:21][C:18]1[CH:17]=[N:16][C:15]([N:12]2[CH2:13][CH2:14][CH:9]([C@H:7]3[CH2:8][C@H:6]3[CH2:5][CH2:4][NH2:1])[CH2:10][CH2:11]2)=[N:20][CH:19]=1, predict the reactants needed to synthesize it. The reactants are: [N:1]([CH2:4][CH2:5][C@@H:6]1[CH2:8][C@@H:7]1[CH:9]1[CH2:14][CH2:13][N:12]([C:15]2[N:20]=[CH:19][C:18]([Cl:21])=[CH:17][N:16]=2)[CH2:11][CH2:10]1)=[N+]=[N-].C1(P(C2C=CC=CC=2)C2C=CC=CC=2)C=CC=CC=1.O. (5) Given the product [CH2:7]([N:14]1[CH2:19][CH2:18][N:17]([CH2:20][C:21]2[CH:26]=[CH:25][CH:24]=[CH:23][CH:22]=2)[CH2:16][CH:15]1[CH2:27][NH2:29])[C:8]1[CH:9]=[CH:10][CH:11]=[CH:12][CH:13]=1, predict the reactants needed to synthesize it. The reactants are: [H-].[H-].[H-].[H-].[Li+].[Al+3].[CH2:7]([N:14]1[CH2:19][CH2:18][N:17]([CH2:20][C:21]2[CH:26]=[CH:25][CH:24]=[CH:23][CH:22]=2)[CH2:16][CH:15]1[C:27]([NH2:29])=O)[C:8]1[CH:13]=[CH:12][CH:11]=[CH:10][CH:9]=1.